From a dataset of Catalyst prediction with 721,799 reactions and 888 catalyst types from USPTO. Predict which catalyst facilitates the given reaction. (1) Reactant: [O:1]1[CH2:6][CH2:5][O:4][C:3]2[CH:7]=[C:8]([N:11]3[C:20]4[C:15](=[CH:16][CH:17]=[CH:18][N:19]=4)[CH:14]=[C:13]([C:21]([O:23]CC)=[O:22])[C:12]3=[O:26])[CH:9]=[CH:10][C:2]1=2.O.[OH-].[Li+].O. Product: [O:1]1[CH2:6][CH2:5][O:4][C:3]2[CH:7]=[C:8]([N:11]3[C:20]4[C:15](=[CH:16][CH:17]=[CH:18][N:19]=4)[CH:14]=[C:13]([C:21]([OH:23])=[O:22])[C:12]3=[O:26])[CH:9]=[CH:10][C:2]1=2. The catalyst class is: 12. (2) Reactant: [C:1]([C:8]1[S:9][C:10]2[CH:16]=[CH:15][C:14]([NH2:17])=[C:13]([CH2:18]Br)[C:11]=2[N:12]=1)([O:3][C:4]([CH3:7])([CH3:6])[CH3:5])=[O:2].[N-:20]=[N+:21]=[N-:22].[Na+]. Product: [C:1]([C:8]1[S:9][C:10]2[CH:16]=[CH:15][C:14]([NH2:17])=[C:13]([CH2:18][N:20]=[N+:21]=[N-:22])[C:11]=2[N:12]=1)([O:3][C:4]([CH3:7])([CH3:6])[CH3:5])=[O:2]. The catalyst class is: 215. (3) Reactant: [NH2:1][C:2]1[CH:10]=[CH:9][C:8]([CH3:11])=[CH:7][C:3]=1[C:4](O)=[O:5].C(O)(=O)C.[O:16]([C:18]#[N:19])[K].[OH-].[Na+].Cl. Product: [CH3:11][C:8]1[CH:7]=[C:3]2[C:2](=[CH:10][CH:9]=1)[NH:1][C:18](=[O:16])[NH:19][C:4]2=[O:5]. The catalyst class is: 6. (4) Reactant: [Cl:1][C:2]1[CH:7]=[CH:6][C:5]([NH:8][S:9]([C:12]2[C:13]([CH3:18])=[N:14][O:15][C:16]=2[CH3:17])(=[O:11])=[O:10])=[CH:4][CH:3]=1.[N+:19]([O-])([OH:21])=[O:20].O. Product: [Cl:1][C:2]1[CH:3]=[CH:4][C:5]([NH:8][S:9]([C:12]2[C:13]([CH3:18])=[N:14][O:15][C:16]=2[CH3:17])(=[O:10])=[O:11])=[C:6]([N+:19]([O-:21])=[O:20])[CH:7]=1. The catalyst class is: 15. (5) Reactant: [CH3:1][C:2]1([CH3:5])[CH2:4][O:3]1.[C@H:6]1([OH:13])[CH2:11][CH2:10][C@@H:9]([OH:12])[CH2:8][CH2:7]1.[OH-].[K+]. Product: [OH:3][C:2]([CH3:5])([CH3:4])[CH2:1][O:12][C@@H:9]1[CH2:10][CH2:11][C@H:6]([OH:13])[CH2:7][CH2:8]1. The catalyst class is: 16.